This data is from Catalyst prediction with 721,799 reactions and 888 catalyst types from USPTO. The task is: Predict which catalyst facilitates the given reaction. (1) Reactant: [Br:1]C1C=CC2OCC(=O)NC=2N=1.[H-].[Na+].CS(OCCN1CCC([NH:28][C:29]([O:31][C:32](C)(C)C)=O)CC1)(=O)=O.[C:36]([O:40][C:41](=[O:64])[NH:42][CH:43]1[CH2:48][CH2:47][N:46]([CH2:49][CH2:50][N:51]2[C:60]3[C:55](=[CH:56][CH:57]=C(OC)C=3)C=C[C:52]2=[O:63])[CH2:45][CH2:44]1)([CH3:39])([CH3:38])[CH3:37]. Product: [C:36]([O:40][C:41](=[O:64])[NH:42][CH:43]1[CH2:44][CH2:45][N:46]([CH2:49][CH2:50][N:51]2[C:52](=[O:63])[CH2:32][O:31][C:29]3[N:28]=[CH:57][C:56]([Br:1])=[CH:55][C:60]2=3)[CH2:47][CH2:48]1)([CH3:39])([CH3:38])[CH3:37]. The catalyst class is: 138. (2) Reactant: [O-]P([O-])([O-])=O.[K+].[K+].[K+].CNC1CCCCC1NC.Br[C:20]1[CH:31]=[CH:30][C:23]([O:24][CH2:25][C:26]([CH3:29])([OH:28])[CH3:27])=[C:22]([O:32][CH3:33])[CH:21]=1.[CH2:34]([O:41][C:42]1[CH:47]=[CH:46][NH:45][C:44](=[O:48])[CH:43]=1)[C:35]1[CH:40]=[CH:39][CH:38]=[CH:37][CH:36]=1. Product: [CH2:34]([O:41][C:42]1[CH:47]=[CH:46][N:45]([C:20]2[CH:31]=[CH:30][C:23]([O:24][CH2:25][C:26]([OH:28])([CH3:29])[CH3:27])=[C:22]([O:32][CH3:33])[CH:21]=2)[C:44](=[O:48])[CH:43]=1)[C:35]1[CH:36]=[CH:37][CH:38]=[CH:39][CH:40]=1. The catalyst class is: 185. (3) Reactant: [C:1](#[N:5])[CH2:2][C:3]#[N:4].C(=O)([O-])[O-].[K+].[K+].Cl.[C:13]([N:17]1[CH:21]=[C:20]([CH2:22]Cl)[CH:19]=[N:18]1)([CH3:16])([CH3:15])[CH3:14].O. Product: [C:13]([N:17]1[CH:21]=[C:20]([CH2:22][CH:2]([C:1]#[N:5])[C:3]#[N:4])[CH:19]=[N:18]1)([CH3:16])([CH3:15])[CH3:14]. The catalyst class is: 9. (4) Reactant: [CH3:1][O:2][C:3]1[C:8]([CH2:9][CH:10]2[CH2:15][NH:14][CH2:13][CH2:12][NH:11]2)=[CH:7][CH:6]=[CH:5][N:4]=1.C(N(CC)CC)C.[S:23]1[CH:27]=[CH:26][CH:25]=[C:24]1[S:28](Cl)(=[O:30])=[O:29]. Product: [CH3:1][O:2][C:3]1[C:8]([CH2:9][CH:10]2[NH:11][CH2:12][CH2:13][N:14]([S:28]([C:24]3[S:23][CH:27]=[CH:26][CH:25]=3)(=[O:30])=[O:29])[CH2:15]2)=[CH:7][CH:6]=[CH:5][N:4]=1. The catalyst class is: 326. (5) The catalyst class is: 3. Reactant: Br[C:2]([C:5]1[CH:10]=[C:9]([N+:11]([O-:13])=[O:12])[CH:8]=[C:7]([Cl:14])[CH:6]=1)([CH3:4])[CH3:3].C([O-])([O-])=O.[K+].[K+].[N:21]1[NH:22][C:23](=[O:27])[CH:24]=[CH:25][CH:26]=1. Product: [Cl:14][C:7]1[CH:6]=[C:5]([C:2]([N:22]2[C:23](=[O:27])[CH:24]=[CH:25][CH:26]=[N:21]2)([CH3:4])[CH3:3])[CH:10]=[C:9]([N+:11]([O-:13])=[O:12])[CH:8]=1.